This data is from Full USPTO retrosynthesis dataset with 1.9M reactions from patents (1976-2016). The task is: Predict the reactants needed to synthesize the given product. (1) Given the product [C:31]([O:30][C:29](=[O:35])[NH:28][CH2:27][CH2:26][O:24][C:21]1[CH:22]=[C:23]2[C:18]([CH2:17][CH2:16][N:15]=[C:14]2[C:10]2([C:7]3[CH:6]=[CH:5][C:4]([F:3])=[CH:9][CH:8]=3)[CH2:13][CH2:12][CH2:11]2)=[CH:19][CH:20]=1)([CH3:34])([CH3:33])[CH3:32], predict the reactants needed to synthesize it. The reactants are: [H-].[Na+].[F:3][C:4]1[CH:9]=[CH:8][C:7]([C:10]2([C:14]3[C:23]4[C:18](=[CH:19][CH:20]=[C:21]([OH:24])[CH:22]=4)[CH2:17][CH2:16][N:15]=3)[CH2:13][CH2:12][CH2:11]2)=[CH:6][CH:5]=1.Br[CH2:26][CH2:27][NH:28][C:29](=[O:35])[O:30][C:31]([CH3:34])([CH3:33])[CH3:32]. (2) Given the product [Cl:1][C:2]1[CH:3]=[C:4]([CH:18]=[CH:19][CH:20]=1)[C:5]([NH:7][CH2:8][C:9]1[CH:14]=[CH:13][C:12]([C:15]#[N:16])=[CH:11][C:10]=1[O:17][CH2:28][CH2:27][NH:26][C:24](=[O:25])[C:23]1[CH:34]=[CH:35][CH:36]=[CH:37][C:22]=1[F:21])=[O:6], predict the reactants needed to synthesize it. The reactants are: [Cl:1][C:2]1[CH:3]=[C:4]([CH:18]=[CH:19][CH:20]=1)[C:5]([NH:7][CH2:8][C:9]1[CH:14]=[CH:13][C:12]([C:15]#[N:16])=[CH:11][C:10]=1[OH:17])=[O:6].[F:21][C:22]1[CH:37]=[CH:36][CH:35]=[CH:34][C:23]=1[C:24]([NH:26][CH2:27][CH2:28]OS(C)(=O)=O)=[O:25]. (3) Given the product [ClH:33].[NH2:7][C@H:8]([C:14](=[O:15])[N:16]1[CH2:17][C:18]([F:23])([F:24])[C:19]([F:21])([F:22])[CH2:20]1)[CH2:9][CH2:10][CH2:11][CH2:12][NH:13][C:31](=[O:32])[C:30]1[CH:34]=[CH:35][CH:36]=[C:28]([C:26]#[N:27])[CH:29]=1, predict the reactants needed to synthesize it. The reactants are: C(OC(=O)[NH:7][C@H:8]([C:14]([N:16]1[CH2:20][C:19]([F:22])([F:21])[C:18]([F:24])([F:23])[CH2:17]1)=[O:15])[CH2:9][CH2:10][CH2:11][CH2:12][NH2:13])(C)(C)C.[C:26]([C:28]1[CH:29]=[C:30]([CH:34]=[CH:35][CH:36]=1)[C:31]([Cl:33])=[O:32])#[N:27]. (4) Given the product [Cl:16][C:3]1[CH:4]=[C:5]([NH:9][C:10]2[N:14]=[C:13]([NH2:15])[NH:12][N:11]=2)[CH:6]=[C:7]([Cl:8])[C:2]=1[C:25]1[CH:39]=[CH:38][C:28]([O:29][CH2:30][CH2:31][N:32]2[CH2:33][CH2:34][O:35][CH2:36][CH2:37]2)=[CH:27][CH:26]=1, predict the reactants needed to synthesize it. The reactants are: Br[C:2]1[C:7]([Cl:8])=[CH:6][C:5]([NH:9][C:10]2[N:14]=[C:13]([NH2:15])[NH:12][N:11]=2)=[CH:4][C:3]=1[Cl:16].CC1(C)C(C)(C)OB([C:25]2[CH:39]=[CH:38][C:28]([O:29][CH2:30][CH2:31][N:32]3[CH2:37][CH2:36][O:35][CH2:34][CH2:33]3)=[CH:27][CH:26]=2)O1.O1CCOCC1.O.C(=O)([O-])[O-].[K+].[K+]. (5) Given the product [Br:1][C:2]1[CH:3]=[C:4]2[C:10]([CH3:11])=[C:9]([CH3:23])[N:8]([S:12]([C:15]3[CH:20]=[CH:19][CH:18]=[CH:17][CH:16]=3)(=[O:14])=[O:13])[C:5]2=[N:6][CH:7]=1, predict the reactants needed to synthesize it. The reactants are: [Br:1][C:2]1[CH:3]=[C:4]2[C:10]([CH3:11])=[CH:9][N:8]([S:12]([C:15]3[CH:20]=[CH:19][C:18](Br)=[CH:17][CH:16]=3)(=[O:14])=[O:13])[C:5]2=[N:6][CH:7]=1.[Li+].[CH3:23]C([N-]C(C)C)C.CI.[Na+].[Cl-]. (6) Given the product [F:1][C:2]([F:30])([F:29])[C:3]1[CH:4]=[C:5]([C@H:13]2[O:17][C:16](=[O:18])[N:15]([CH2:19][C:20]3[C:25]([C:38]4[CH:37]=[C:36]([CH2:39][CH2:40][C:41]([O:43][CH2:44][CH3:54])=[O:42])[CH:35]=[CH:34][C:33]=4[O:32][CH3:31])=[CH:24][CH:23]=[C:22]([Cl:27])[N:21]=3)[C@H:14]2[CH3:28])[CH:6]=[C:7]([C:9]([F:12])([F:11])[F:10])[CH:8]=1, predict the reactants needed to synthesize it. The reactants are: [F:1][C:2]([F:30])([F:29])[C:3]1[CH:4]=[C:5]([C@H:13]2[O:17][C:16](=[O:18])[N:15]([CH2:19][C:20]3[C:25](Br)=[CH:24][CH:23]=[C:22]([Cl:27])[N:21]=3)[C@H:14]2[CH3:28])[CH:6]=[C:7]([C:9]([F:12])([F:11])[F:10])[CH:8]=1.[CH3:31][O:32][C:33]1[CH:38]=[CH:37][C:36]([CH2:39][CH2:40][C:41]([O:43][CH3:44])=[O:42])=[CH:35][C:34]=1B1OC(C)(C)C(C)(C)O1.[C:54](=O)([O-])[O-].[K+].[K+]. (7) Given the product [OH:60][CH:58]1[CH2:59][N:56]([CH:1]([C:4]2[N:9]=[CH:8][C:7]([NH:10][C:11]3[N:16]=[C:15]([C:17]4[CH:18]=[CH:19][C:20]([O:25][CH:26]5[CH2:31][CH2:30][O:29][CH2:28][CH2:27]5)=[C:21]([CH:24]=4)[C:22]#[N:23])[CH:14]=[CH:13][N:12]=3)=[CH:6][CH:5]=2)[CH3:2])[CH2:57]1, predict the reactants needed to synthesize it. The reactants are: [C:1]([C:4]1[N:9]=[CH:8][C:7]([NH:10][C:11]2[N:16]=[C:15]([C:17]3[CH:18]=[CH:19][C:20]([O:25][CH:26]4[CH2:31][CH2:30][O:29][CH2:28][CH2:27]4)=[C:21]([CH:24]=3)[C:22]#[N:23])[CH:14]=[CH:13][N:12]=2)=[CH:6][CH:5]=1)(=O)[CH3:2].C(O[BH-](OC(=O)C)OC(=O)C)(=O)C.[Na+].CCN(C(C)C)C(C)C.Cl.[NH:56]1[CH2:59][CH:58]([OH:60])[CH2:57]1. (8) Given the product [Br:6][C:7]1[N:8]=[CH:9][C:10]([CH:3]([OH:16])[CH3:4])=[CH:11][CH:12]=1, predict the reactants needed to synthesize it. The reactants are: C([Li])C[CH2:3][CH3:4].[Br:6][C:7]1[CH:12]=[CH:11][C:10](Br)=[CH:9][N:8]=1.[BH4-].[Na+].[OH-:16].[Na+]. (9) Given the product [OH:88][NH:89][S:90]([C:93]1[O:7][C:96]([CH3:97])=[CH:95][CH:94]=1)(=[O:92])=[O:91], predict the reactants needed to synthesize it. The reactants are: C[C@H]1[O:7][C@@H]2O[C@H]3[C@H](O)[C@@H](O)[C@@H](O[C@H]4[C@H](O)[C@@H](O)[C@@H](O[C@H]5[C@H](O)[C@@H](O)[C@@H](O[C@H]6[C@H](O)[C@@H](O)[C@@H](O[C@H]7[C@H](O)[C@@H](O)[C@@H](O[C@H]8[C@H](O)[C@@H](O)[C@@H](O[C@H]1[C@H](O)[C@H]2O)O[C@@H]8COCCCCS([O-])(=O)=O)O[C@@H]7CO)O[C@@H]6CO)O[C@@H]5CO)O[C@@H]4CO)O[C@@H]3CO.[Na+].[OH-].[Na+].[OH:88][NH:89][S:90]([C:93]1C=[CH:97][CH:96]=[C:95](S(C)(=O)=O)[CH:94]=1)(=[O:92])=[O:91].